From a dataset of hERG Central: cardiac toxicity at 1µM, 10µM, and general inhibition. Predict hERG channel inhibition at various concentrations. (1) The drug is COc1ccc(NC(=O)[C@H](NC(=O)[C@@H]2Cc3ccccc3CN2)c2ccccc2)cc1. Results: hERG_inhib (hERG inhibition (general)): blocker. (2) Results: hERG_inhib (hERG inhibition (general)): blocker. The compound is CN(C)CCCN(C(=O)c1sc2ccccc2c1Cl)c1nc2c(F)cccc2s1.Cl.